Dataset: Peptide-MHC class I binding affinity with 185,985 pairs from IEDB/IMGT. Task: Regression. Given a peptide amino acid sequence and an MHC pseudo amino acid sequence, predict their binding affinity value. This is MHC class I binding data. (1) The peptide sequence is DLKRIGASL. The MHC is HLA-A02:19 with pseudo-sequence HLA-A02:19. The binding affinity (normalized) is 0.0847. (2) The peptide sequence is MMESARPEDV. The MHC is HLA-A01:01 with pseudo-sequence HLA-A01:01. The binding affinity (normalized) is 0.410. (3) The peptide sequence is MWYWGPSLY. The MHC is HLA-A02:01 with pseudo-sequence HLA-A02:01. The binding affinity (normalized) is 0.